This data is from Full USPTO retrosynthesis dataset with 1.9M reactions from patents (1976-2016). The task is: Predict the reactants needed to synthesize the given product. Given the product [O:11]1[CH2:12][CH2:13][CH2:14][CH:8]([C:7]2[C:2]([O:31][C:28]3[CH:27]=[CH:26][C:25]([NH:24][C:16]4[S:15][C:19]5[CH:20]=[CH:21][CH:22]=[CH:23][C:18]=5[N:17]=4)=[CH:30][CH:29]=3)=[N:3][CH:4]=[CH:5][CH:6]=2)[CH2:9][CH2:10]1, predict the reactants needed to synthesize it. The reactants are: F[C:2]1[C:7]([CH:8]2[CH2:14][CH2:13][CH2:12][O:11][CH2:10][CH2:9]2)=[CH:6][CH:5]=[CH:4][N:3]=1.[S:15]1[C:19]2[CH:20]=[CH:21][CH:22]=[CH:23][C:18]=2[N:17]=[C:16]1[NH:24][C:25]1[CH:30]=[CH:29][C:28]([OH:31])=[CH:27][CH:26]=1.C(=O)([O-])[O-].[Cs+].[Cs+].